This data is from NCI-60 drug combinations with 297,098 pairs across 59 cell lines. The task is: Regression. Given two drug SMILES strings and cell line genomic features, predict the synergy score measuring deviation from expected non-interaction effect. Drug 1: C1CC(=O)NC(=O)C1N2C(=O)C3=CC=CC=C3C2=O. Drug 2: C(CN)CNCCSP(=O)(O)O. Cell line: HS 578T. Synergy scores: CSS=12.9, Synergy_ZIP=-0.780, Synergy_Bliss=0.255, Synergy_Loewe=-9.48, Synergy_HSA=-2.38.